From a dataset of Forward reaction prediction with 1.9M reactions from USPTO patents (1976-2016). Predict the product of the given reaction. (1) Given the reactants [Br:1][C:2]1[CH:10]=[C:9]([CH3:11])[C:5]([C:6]([OH:8])=[O:7])=[C:4]([O:12][CH3:13])[CH:3]=1.C(=O)([O-])[O-].[K+].[K+].[CH2:20](I)[CH3:21], predict the reaction product. The product is: [CH2:20]([O:7][C:6](=[O:8])[C:5]1[C:9]([CH3:11])=[CH:10][C:2]([Br:1])=[CH:3][C:4]=1[O:12][CH3:13])[CH3:21]. (2) Given the reactants F[C:2]1[CH:9]=[CH:8][C:5]([C:6]#[N:7])=[CH:4][CH:3]=1.[NH:10]1[CH2:15][CH2:14][O:13][CH2:12][CH2:11]1.C(=O)([O-])[O-].[K+].[K+].CN[C:24]([C:26]1[C:27]([CH3:32])=[CH:28][CH:29]=[CH:30][CH:31]=1)=[O:25], predict the reaction product. The product is: [N:10]1([C:2]2[CH:9]=[CH:8][C:5]([C:6]3[NH:7][C:24](=[O:25])[C:26]4[C:27]([CH:32]=3)=[CH:28][CH:29]=[CH:30][CH:31]=4)=[CH:4][CH:3]=2)[CH2:15][CH2:14][O:13][CH2:12][CH2:11]1. (3) Given the reactants [C:1]1([S:7]([CH2:10][C:11]([NH:13][NH:14][C:15](=[O:17])[CH3:16])=O)(=[O:9])=[O:8])[CH:6]=[CH:5][CH:4]=[CH:3][CH:2]=1.P(Cl)(Cl)(Cl)=O, predict the reaction product. The product is: [C:1]1([S:7]([CH2:10][C:11]2[O:17][C:15]([CH3:16])=[N:14][N:13]=2)(=[O:8])=[O:9])[CH:2]=[CH:3][CH:4]=[CH:5][CH:6]=1.